From a dataset of HIV replication inhibition screening data with 41,000+ compounds from the AIDS Antiviral Screen. Binary Classification. Given a drug SMILES string, predict its activity (active/inactive) in a high-throughput screening assay against a specified biological target. (1) The compound is O=C1c2ccccc2C2(O)N(c3ccccc3)C(=S)N(c3ccccc3)C12O. The result is 0 (inactive). (2) The compound is COc1cc2c(c(O)c1OC)C(=O)C1CCC(=O)N1C2c1cccc2ccccc12. The result is 0 (inactive). (3) The compound is Cc1ccc(-c2c3nc(c(-c4ccc(C)cc4)c4ccc([nH]4)c(-c4cc[n+]([Pt-2]([n+]5ccc(-c6c7nc(c(-c8ccc(C)cc8)c8ccc([nH]8)c(-c8ccc(C)cc8)c8nc(c(-c9ccc(C)cc9)c9ccc6[nH]9)C=C8)C=C7)cc5)([n+]5ccc(-c6c7nc(c(-c8ccc(C)cc8)c8ccc([nH]8)c(-c8ccc(C)cc8)c8nc(c(-c9ccc(C)cc9)c9ccc6[nH]9)C=C8)C=C7)cc5)[n+]5ccc(-c6c7nc(c(-c8ccc(C)cc8)c8ccc([nH]8)c(-c8ccc(C)cc8)c8nc(c(-c9ccc(C)cc9)c9ccc6[nH]9)C=C8)C=C7)cc5)cc4)c4nc(c(-c5ccc(C)cc5)c5ccc2[nH]5)C=C4)C=C3)cc1.O=S(=O)([O-])C(F)(F)F. The result is 0 (inactive).